Dataset: Forward reaction prediction with 1.9M reactions from USPTO patents (1976-2016). Task: Predict the product of the given reaction. (1) Given the reactants [Cl:1][C:2]1[CH:10]=[CH:9][C:8]([C:11]#[C:12][CH:13]2[CH2:15][CH2:14]2)=[CH:7][C:3]=1[C:4]([OH:6])=O.[NH2:16][C:17]1[CH:18]=[C:19]([C:29]([NH:31][C:32]2[CH:37]=[CH:36][CH:35]=[C:34]([Cl:38])[C:33]=2[CH3:39])=[O:30])[C:20]2[N:24]=[C:23]([N:25]([CH3:27])[CH3:26])[NH:22][C:21]=2[CH:28]=1.CN(C(ON1N=NC2C=CC=NC1=2)=[N+](C)C)C.F[P-](F)(F)(F)(F)F.C(N(CC)C(C)C)(C)C, predict the reaction product. The product is: [Cl:1][C:2]1[CH:10]=[CH:9][C:8]([C:11]#[C:12][CH:13]2[CH2:15][CH2:14]2)=[CH:7][C:3]=1[C:4]([NH:16][C:17]1[CH:18]=[C:19]([C:29]([NH:31][C:32]2[CH:37]=[CH:36][CH:35]=[C:34]([Cl:38])[C:33]=2[CH3:39])=[O:30])[C:20]2[N:24]=[C:23]([N:25]([CH3:26])[CH3:27])[NH:22][C:21]=2[CH:28]=1)=[O:6]. (2) Given the reactants [C-]#N.[K+].[O:4]1[CH:8]=[CH:7][CH:6]=[C:5]1[C:9]1[N:17]=[C:16]([N+]([O-])=O)[N:15]=[C:14]2[C:10]=1[N:11]=[CH:12][N:13]2[CH2:21][C:22]1[CH:27]=[CH:26][C:25]([O:28][CH3:29])=[CH:24][CH:23]=1.[CH2:30]([SH:32])[CH3:31], predict the reaction product. The product is: [CH2:30]([S:32][C:16]1[N:15]=[C:14]2[C:10]([N:11]=[CH:12][N:13]2[CH2:21][C:22]2[CH:23]=[CH:24][C:25]([O:28][CH3:29])=[CH:26][CH:27]=2)=[C:9]([C:5]2[O:4][CH:8]=[CH:7][CH:6]=2)[N:17]=1)[CH3:31]. (3) Given the reactants [I-].[CH2:2]([P+](C1C=CC=CC=1)(C1C=CC=CC=1)C1C=CC=CC=1)[CH2:3][CH:4]([CH3:6])[CH3:5].C([Li])CCC.[O:31]1[C:35]2([CH2:40][CH2:39][C:38](=O)[CH2:37][CH2:36]2)[O:34][CH2:33][CH2:32]1.C(OCC)(=O)C, predict the reaction product. The product is: [CH3:5][CH:4]([CH3:6])[CH2:3][CH:2]=[C:38]1[CH2:39][CH2:40][C:35]2([O:34][CH2:33][CH2:32][O:31]2)[CH2:36][CH2:37]1. (4) Given the reactants [CH2:1]([N:3]1[C:7]2[CH:8]=[CH:9][C:10]([N:12]3[CH2:16][C@H:15]([C:17](OCCCC)=[O:18])[O:14][C:13]3=[O:24])=[CH:11][C:6]=2[S:5][C:4]1=[O:25])[CH3:2].[NH3:26], predict the reaction product. The product is: [CH2:1]([N:3]1[C:7]2[CH:8]=[CH:9][C:10]([N:12]3[CH2:16][C@H:15]([C:17]([NH2:26])=[O:18])[O:14][C:13]3=[O:24])=[CH:11][C:6]=2[S:5][C:4]1=[O:25])[CH3:2]. (5) Given the reactants [Cl-].C[Al+]C.[NH:5]1[CH2:10][CH2:9][O:8][CH2:7][CH2:6]1.[Cl:11][C:12]1[C:13]([CH3:34])=[C:14]([S:18]([NH:21][C:22]2[N:27]=[C:26]([CH2:28][C:29](OCC)=[O:30])[CH:25]=[CH:24][CH:23]=2)(=[O:20])=[O:19])[CH:15]=[CH:16][CH:17]=1.C(C(C(C([O-])=O)O)O)([O-])=O.[K+].[Na+], predict the reaction product. The product is: [Cl:11][C:12]1[C:13]([CH3:34])=[C:14]([S:18]([NH:21][C:22]2[CH:23]=[CH:24][CH:25]=[C:26]([CH2:28][C:29]([N:5]3[CH2:10][CH2:9][O:8][CH2:7][CH2:6]3)=[O:30])[N:27]=2)(=[O:20])=[O:19])[CH:15]=[CH:16][CH:17]=1.